From a dataset of Blood-brain barrier permeability classification from the B3DB database. Regression/Classification. Given a drug SMILES string, predict its absorption, distribution, metabolism, or excretion properties. Task type varies by dataset: regression for continuous measurements (e.g., permeability, clearance, half-life) or binary classification for categorical outcomes (e.g., BBB penetration, CYP inhibition). Dataset: b3db_classification. (1) The result is 0 (does not penetrate BBB). The molecule is CO/N=C(\C(=O)N[C@H]1C(=O)N2C(C(=O)O[C@H](C)OC(C)=O)=C(COC(N)=O)CS[C@@H]12)c1ccco1. (2) The compound is CCC(=O)O[C@]1(c2ccccc2)CCN(C)C[C@@H]1C. The result is 1 (penetrates BBB).